Binary Classification. Given a miRNA mature sequence and a target amino acid sequence, predict their likelihood of interaction. From a dataset of Experimentally validated miRNA-target interactions with 360,000+ pairs, plus equal number of negative samples. (1) The miRNA is dme-miR-318-3p with sequence UCACUGGGCUUUGUUUAUCUCA. The protein sequence of the target gene is MASEAPSPPSPSPPPPASPEPELAQLRRKVEKLERELRSCRRQVREVEKLLQHTERLYRNAESDNQELRTQVEELSKILHCGKNEDNPKSDVEVQTESQAPWAISDYYYQTCYNDDSLPSKETELCVQQSQCAQASALDPQDESHIDSGSYAGADATEGVSHRQEDAVTSDSQESVSALAEGPALEGSSLAESLRAAAEAAVSQTGFTYDESTGLYFDHSTGFYYDSENQLYYDPSTGIYYYCDVESGRYQFHSRVDLQPYQTSSTKPNRERRLKKRRKEPGFYTANEEKDLSSEDQKVC.... Result: 0 (no interaction). (2) The miRNA is mmu-miR-3059-5p with sequence UUUCCUCUCUGCCCCAUAGGGU. The protein sequence of the target gene is MAGEQKPSSNLLEQFILLAKGTSGSALTTLISQVLEAPGVYVFGELLELANVQELAEGANAAYLQLLNLFAYGTYPDYIANKESLPELSVAQQNKLKHLTIVSLASRMKCIPYSVLLKDLEMRNLRELEDLIIEAVYTDIIQGKLDQRNQLLEVDFCIGRDIRKKDINNIVKTLHEWCDGCEAVLLGIEQQVLRANQYKENHHRTQQQVEAEVSNIKKTLKATASSSAQEMEQQLAERECPPHTEQRQPTKKMSKVKGLVSSRH. Result: 0 (no interaction). (3) The miRNA is hsa-miR-769-5p with sequence UGAGACCUCUGGGUUCUGAGCU. The protein sequence of the target gene is MEPAAEILVDSPDVVYSPETIEARYEYRTTRVSREGGVLRVQPRATRFTFRTARQVPRLGVMLVGWGGNNGSTLTAAVLANRLRLTWPTRTGRKEANYYGSLTQAGTVNLGLDENGREVFVPFSALLPMVAPNDLVFDGWDISSLNLAEAMRRAQVLDCGLQEQLWPHMESLRPRPSVYIPEFIAANQTARADNLIPGTRAQQLEQIRKDIRDFRSSAGLDKVIVLWTANTERFCEVVPGRNDTAENLLHTIQLGLEVSPSTLFAVASILEDCAFLNGSPQNTLVPGALELASQRHVFVG.... Result: 0 (no interaction).